From a dataset of NCI-60 drug combinations with 297,098 pairs across 59 cell lines. Regression. Given two drug SMILES strings and cell line genomic features, predict the synergy score measuring deviation from expected non-interaction effect. (1) Drug 1: CC1C(C(CC(O1)OC2CC(CC3=C2C(=C4C(=C3O)C(=O)C5=C(C4=O)C(=CC=C5)OC)O)(C(=O)CO)O)N)O.Cl. Drug 2: CC1C(C(CC(O1)OC2CC(CC3=C2C(=C4C(=C3O)C(=O)C5=C(C4=O)C(=CC=C5)OC)O)(C(=O)CO)O)N)O.Cl. Cell line: SK-OV-3. Synergy scores: CSS=33.3, Synergy_ZIP=0.239, Synergy_Bliss=2.30, Synergy_Loewe=1.46, Synergy_HSA=2.76. (2) Drug 1: CN(C(=O)NC(C=O)C(C(C(CO)O)O)O)N=O. Drug 2: CC1=C(C(=O)C2=C(C1=O)N3CC4C(C3(C2COC(=O)N)OC)N4)N. Cell line: T-47D. Synergy scores: CSS=20.8, Synergy_ZIP=-6.02, Synergy_Bliss=2.10, Synergy_Loewe=-14.8, Synergy_HSA=1.46. (3) Drug 1: CNC(=O)C1=CC=CC=C1SC2=CC3=C(C=C2)C(=NN3)C=CC4=CC=CC=N4. Drug 2: C1=NC2=C(N1)C(=S)N=C(N2)N. Cell line: HT29. Synergy scores: CSS=36.7, Synergy_ZIP=3.88, Synergy_Bliss=6.29, Synergy_Loewe=-3.55, Synergy_HSA=4.44.